This data is from Peptide-MHC class II binding affinity with 134,281 pairs from IEDB. The task is: Regression. Given a peptide amino acid sequence and an MHC pseudo amino acid sequence, predict their binding affinity value. This is MHC class II binding data. (1) The peptide sequence is GAYFVSSGKYEGGNI. The MHC is DRB1_0901 with pseudo-sequence DRB1_0901. The binding affinity (normalized) is 0.387. (2) The peptide sequence is GEGQIVDKIDAAFKI. The MHC is DRB1_0701 with pseudo-sequence DRB1_0701. The binding affinity (normalized) is 0.730.